This data is from Retrosynthesis with 50K atom-mapped reactions and 10 reaction types from USPTO. The task is: Predict the reactants needed to synthesize the given product. (1) Given the product CC(C)(C)OC(=O)N1CCNCC1, predict the reactants needed to synthesize it. The reactants are: C1CNCCN1.CC(C)(C)OC(=O)OC(=O)OC(C)(C)C. (2) Given the product CCOC(=O)c1cc(C#N)c(N2CCC(C(=O)NS(=O)(=O)Cc3cc(C)ccc3F)CC2)nc1C, predict the reactants needed to synthesize it. The reactants are: CCOC(=O)c1cc(C#N)c(N2CCC(C(=O)O)CC2)nc1C.Cc1ccc(F)c(CS(N)(=O)=O)c1. (3) Given the product CN(C)C(=O)[C@H](Cc1ccccc1)NC(=O)OCc1ccccc1, predict the reactants needed to synthesize it. The reactants are: CNC.O=C(N[C@@H](Cc1ccccc1)C(=O)O)OCc1ccccc1.